This data is from Forward reaction prediction with 1.9M reactions from USPTO patents (1976-2016). The task is: Predict the product of the given reaction. (1) Given the reactants [CH2:1]([O:8][C:9]([N:11]1[CH2:15][CH2:14][C:13]([CH2:19][F:20])(C(O)=O)[CH2:12]1)=[O:10])[C:2]1[CH:7]=[CH:6][CH:5]=[CH:4][CH:3]=1.C([N:23]([CH2:26]C)CC)C.C1(P(N=[N+]=[N-])(C2C=CC=CC=2)=[O:35])C=CC=CC=1.[CH3:45][C:46]([OH:49])([CH3:48])[CH3:47], predict the reaction product. The product is: [C:46]([O:49][C:26]([NH:23][C:13]1([CH2:19][F:20])[CH2:14][CH2:15][N:11]([C:9]([O:8][CH2:1][C:2]2[CH:3]=[CH:4][CH:5]=[CH:6][CH:7]=2)=[O:10])[CH2:12]1)=[O:35])([CH3:48])([CH3:47])[CH3:45]. (2) The product is: [CH:26]1([C:24](=[O:25])[CH2:23][O:21][C:3]2[C:2]([F:1])=[CH:17][C:16]([N+:18]([O-:20])=[O:19])=[CH:15][C:4]=2[CH2:5][N:6]([CH3:14])[C:7](=[O:13])[O:8][C:9]([CH3:11])([CH3:12])[CH3:10])[CH2:28][CH2:27]1. Given the reactants [F:1][C:2]1[C:3]([OH:21])=[C:4]([CH:15]=[C:16]([N+:18]([O-:20])=[O:19])[CH:17]=1)[CH2:5][N:6]([CH3:14])[C:7](=[O:13])[O:8][C:9]([CH3:12])([CH3:11])[CH3:10].Br[CH2:23][C:24]([CH:26]1[CH2:28][CH2:27]1)=[O:25].C([O-])([O-])=O.[K+].[K+], predict the reaction product.